Dataset: Reaction yield outcomes from USPTO patents with 853,638 reactions. Task: Predict the reaction yield, written as a fraction of the theoretical maximum amount of product (1.0 means a 100% yield; for example, 0.34 means a 34% yield). The reactants are C([Li])CCC.CCCCCC.[I-].[Cl:13][C:14]1[CH:19]=[CH:18][C:17]([C:20]2[S:21][C:22]([CH2:26][P+](C3C=CC=CC=3)(C3C=CC=CC=3)C3C=CC=CC=3)=[C:23]([CH3:25])[N:24]=2)=[CH:16][CH:15]=1.[CH2:46]([O:53][C:54]([N:56]1[CH2:61][CH2:60][CH2:59][CH:58]([CH:62]=O)[CH2:57]1)=[O:55])[C:47]1[CH:52]=[CH:51][CH:50]=[CH:49][CH:48]=1. The catalyst is O1CCCC1.O. The product is [CH2:46]([O:53][C:54]([N:56]1[CH2:61][CH2:60][CH2:59][CH:58]([CH:62]=[CH:26][C:22]2[S:21][C:20]([C:17]3[CH:16]=[CH:15][C:14]([Cl:13])=[CH:19][CH:18]=3)=[N:24][C:23]=2[CH3:25])[CH2:57]1)=[O:55])[C:47]1[CH:48]=[CH:49][CH:50]=[CH:51][CH:52]=1. The yield is 0.870.